Task: Predict which catalyst facilitates the given reaction.. Dataset: Catalyst prediction with 721,799 reactions and 888 catalyst types from USPTO Reactant: [N:1]1([C:7]2[N:8]=[N:9][CH:10]=[CH:11][N:12]=2)[CH2:6][CH2:5][NH:4][CH2:3][CH2:2]1.C(N(CC)CC)C.[F:20][C:21]([C:24]1[CH:32]=[CH:31][CH:30]=[CH:29][C:25]=1[C:26](Cl)=[O:27])([F:23])[F:22].CCOC(C)=O. Product: [N:9]1[CH:10]=[CH:11][N:12]=[C:7]([N:1]2[CH2:6][CH2:5][N:4]([C:26]([C:25]3[CH:29]=[CH:30][CH:31]=[CH:32][C:24]=3[C:21]([F:20])([F:22])[F:23])=[O:27])[CH2:3][CH2:2]2)[N:8]=1. The catalyst class is: 2.